Task: Predict the product of the given reaction.. Dataset: Forward reaction prediction with 1.9M reactions from USPTO patents (1976-2016) Given the reactants [CH3:1][O:2][C:3]1[CH:4]=[C:5]2[O:9][C:8]([CH3:10])=[N:7][C:6]2=[C:11]([OH:13])[CH:12]=1.[N+](C1C=C(C=CC=1)O[CH2:21][C@@H:22]1[CH2:24][O:23]1)([O-])=O.C(=O)([O-])[O-].[Cs+].[Cs+], predict the reaction product. The product is: [O:23]1[CH2:24][C@H:22]1[CH2:21][O:13][C:11]1[CH:12]=[C:3]([O:2][CH3:1])[CH:4]=[C:5]2[O:9][C:8]([CH3:10])=[N:7][C:6]=12.